From a dataset of NCI-60 drug combinations with 297,098 pairs across 59 cell lines. Regression. Given two drug SMILES strings and cell line genomic features, predict the synergy score measuring deviation from expected non-interaction effect. (1) Drug 1: CS(=O)(=O)C1=CC(=C(C=C1)C(=O)NC2=CC(=C(C=C2)Cl)C3=CC=CC=N3)Cl. Drug 2: CN1CCC(CC1)COC2=C(C=C3C(=C2)N=CN=C3NC4=C(C=C(C=C4)Br)F)OC. Cell line: RPMI-8226. Synergy scores: CSS=-10.1, Synergy_ZIP=4.47, Synergy_Bliss=1.86, Synergy_Loewe=-9.81, Synergy_HSA=-7.31. (2) Drug 1: C1=C(C(=O)NC(=O)N1)F. Drug 2: CN(CCCl)CCCl.Cl. Cell line: MDA-MB-435. Synergy scores: CSS=22.1, Synergy_ZIP=2.59, Synergy_Bliss=1.87, Synergy_Loewe=-4.04, Synergy_HSA=-2.24. (3) Drug 1: C1C(C(OC1N2C=NC3=C(N=C(N=C32)Cl)N)CO)O. Drug 2: C1C(C(OC1N2C=NC3=C2NC=NCC3O)CO)O. Synergy scores: CSS=53.0, Synergy_ZIP=1.59, Synergy_Bliss=0.596, Synergy_Loewe=-14.0, Synergy_HSA=0.990. Cell line: HOP-62. (4) Drug 1: CC12CCC(CC1=CCC3C2CCC4(C3CC=C4C5=CN=CC=C5)C)O. Drug 2: CC(C)CN1C=NC2=C1C3=CC=CC=C3N=C2N. Cell line: OVCAR-8. Synergy scores: CSS=-3.45, Synergy_ZIP=-0.835, Synergy_Bliss=-4.57, Synergy_Loewe=-5.99, Synergy_HSA=-6.04. (5) Drug 1: CC1=C(C=C(C=C1)NC2=NC=CC(=N2)N(C)C3=CC4=NN(C(=C4C=C3)C)C)S(=O)(=O)N.Cl. Drug 2: C1CC(C1)(C(=O)O)C(=O)O.[NH2-].[NH2-].[Pt+2]. Cell line: BT-549. Synergy scores: CSS=11.9, Synergy_ZIP=2.93, Synergy_Bliss=11.5, Synergy_Loewe=0.215, Synergy_HSA=9.04. (6) Drug 1: C1=CC(=CC=C1CCC2=CNC3=C2C(=O)NC(=N3)N)C(=O)NC(CCC(=O)O)C(=O)O. Drug 2: CCC1=C2CN3C(=CC4=C(C3=O)COC(=O)C4(CC)O)C2=NC5=C1C=C(C=C5)O. Cell line: PC-3. Synergy scores: CSS=35.5, Synergy_ZIP=-6.76, Synergy_Bliss=-11.8, Synergy_Loewe=-12.2, Synergy_HSA=-6.99.